This data is from Forward reaction prediction with 1.9M reactions from USPTO patents (1976-2016). The task is: Predict the product of the given reaction. (1) The product is: [F:23][C:3]([F:2])([F:22])[C:4]1[CH:5]=[CH:6][C:7]([N:10]2[CH2:11][CH2:12][N:13]([CH2:16][CH2:17][CH2:18][C:19]([N:58]3[CH2:59][CH2:60][CH:61]([NH:64][C:65]4[CH:70]=[CH:69][C:68]([C:71]([F:72])([F:74])[F:73])=[CH:67][N:66]=4)[CH2:62][CH2:63]3)=[O:20])[CH2:14][CH2:15]2)=[CH:8][CH:9]=1. Given the reactants [Li+].[F:2][C:3]([F:23])([F:22])[C:4]1[CH:9]=[CH:8][C:7]([N:10]2[CH2:15][CH2:14][N:13]([CH2:16][CH2:17][CH2:18][C:19]([O-])=[O:20])[CH2:12][CH2:11]2)=[CH:6][CH:5]=1.C(N(C(C)C)CC)(C)C.F[P-](F)(F)(F)(F)F.CN(C)C(ON1C2C=CC=CC=2N=N1)=[N+](C)C.Cl.[NH:58]1[CH2:63][CH2:62][CH:61]([NH:64][C:65]2[CH:70]=[CH:69][C:68]([C:71]([F:74])([F:73])[F:72])=[CH:67][N:66]=2)[CH2:60][CH2:59]1, predict the reaction product. (2) Given the reactants [NH2:1][C@@:2]([C:6]1[CH:15]=[CH:14][C:13]2[C:8](=[CH:9][CH:10]=[C:11]([O:19][C@H:20]3[CH2:25][CH2:24][C@H:23]([C:26]([CH3:29])([CH3:28])[CH3:27])[CH2:22][CH2:21]3)[C:12]=2[CH:16]2CC2)[CH:7]=1)([CH3:5])[CH2:3][OH:4].C([C@H]1CC[C@H](OC2C(C)=C3C(=CC=2)C=C([C@]2(C)COC(=O)N2)C=C3)CC1)(C)(C)C, predict the reaction product. The product is: [NH2:1][C@@:2]([C:6]1[CH:15]=[CH:14][C:13]2[C:8](=[CH:9][CH:10]=[C:11]([O:19][C@H:20]3[CH2:21][CH2:22][C@H:23]([C:26]([CH3:29])([CH3:28])[CH3:27])[CH2:24][CH2:25]3)[C:12]=2[CH3:16])[CH:7]=1)([CH3:5])[CH2:3][OH:4]. (3) The product is: [CH3:1][O:2][C:3]1[C:12]2[C:7](=[CH:8][CH:9]=[CH:10][CH:11]=2)[C:6]([O:13][CH3:14])=[C:5]([CH3:15])[C:4]=1/[CH:16]=[C:17](\[CH3:23])/[C:18]([OH:20])=[O:19]. Given the reactants [CH3:1][O:2][C:3]1[C:12]2[C:7](=[CH:8][CH:9]=[CH:10][CH:11]=2)[C:6]([O:13][CH3:14])=[C:5]([CH3:15])[C:4]=1/[CH:16]=[C:17](\[CH3:23])/[C:18]([O:20]CC)=[O:19].COC1C2C(=CC=CC=2)C(OC)=CC=1/C=C(\C)/C(O)=O, predict the reaction product. (4) Given the reactants C([NH:8][CH2:9][C@:10]1([OH:17])[CH2:15][CH2:14][CH2:13][C@H:12]([CH3:16])[CH2:11]1)C1C=CC=CC=1, predict the reaction product. The product is: [NH2:8][CH2:9][C:10]1([OH:17])[CH2:15][CH2:14][CH2:13][CH:12]([CH3:16])[CH2:11]1. (5) The product is: [OH:8][CH:9]1[CH2:10][CH2:11][C:12]([CH3:19])([C:15]([O:17][CH3:18])=[O:16])[CH2:13][CH2:14]1. Given the reactants [Si]([O:8][CH:9]1[CH2:14][CH2:13][C:12]([CH3:19])([C:15]([O:17][CH3:18])=[O:16])[CH2:11][CH2:10]1)(C(C)(C)C)(C)C, predict the reaction product. (6) Given the reactants [Cl:1][C:2]1[N:7]=[C:6]([NH:8][CH3:9])[CH:5]=[CH:4][C:3]=1[O:10][CH2:11][O:12][CH3:13].[F:21][C:20]([F:23])([F:22])[C:19](O[C:19](=[O:24])[C:20]([F:23])([F:22])[F:21])=[O:24].CCN(C(C)C)C(C)C, predict the reaction product. The product is: [Cl:1][C:2]1[N:7]=[C:6]([N:8]([CH3:9])[C:19](=[O:24])[C:20]([F:21])([F:22])[F:23])[CH:5]=[CH:4][C:3]=1[O:10][CH2:11][O:12][CH3:13]. (7) Given the reactants [C:1]([O:5][C:6]([N:8]1[CH2:11][CH:10]([C:12]([C:20]2[CH:21]=[C:22]3[C:27](=[CH:28][CH:29]=2)[N:26]=[C:25]([O:30][CH3:31])[C:24]([CH2:32][C:33]2[CH:38]=[CH:37][C:36]([C:39]([F:42])([F:41])[F:40])=[CH:35][CH:34]=2)=[C:23]3[Cl:43])([OH:19])[C:13]#[C:14][Si](C)(C)C)[CH2:9]1)=[O:7])([CH3:4])([CH3:3])[CH3:2].[OH-].[K+], predict the reaction product. The product is: [C:1]([O:5][C:6]([N:8]1[CH2:9][CH:10]([C:12]([C:20]2[CH:21]=[C:22]3[C:27](=[CH:28][CH:29]=2)[N:26]=[C:25]([O:30][CH3:31])[C:24]([CH2:32][C:33]2[CH:38]=[CH:37][C:36]([C:39]([F:42])([F:41])[F:40])=[CH:35][CH:34]=2)=[C:23]3[Cl:43])([OH:19])[C:13]#[CH:14])[CH2:11]1)=[O:7])([CH3:4])([CH3:2])[CH3:3].